Dataset: Peptide-MHC class I binding affinity with 185,985 pairs from IEDB/IMGT. Task: Regression. Given a peptide amino acid sequence and an MHC pseudo amino acid sequence, predict their binding affinity value. This is MHC class I binding data. (1) The peptide sequence is RTLGVFRYK. The MHC is HLA-A25:01 with pseudo-sequence HLA-A25:01. The binding affinity (normalized) is 0.0847. (2) The peptide sequence is ASFKAGKLR. The MHC is HLA-B46:01 with pseudo-sequence HLA-B46:01. The binding affinity (normalized) is 0.0847.